Dataset: Forward reaction prediction with 1.9M reactions from USPTO patents (1976-2016). Task: Predict the product of the given reaction. (1) Given the reactants [Cl:1][C:2]1[CH:7]=[C:6]([Cl:8])[CH:5]=[CH:4][C:3]=1[N:9]1[C:13]([C:14]2[CH:19]=[CH:18][C:17]([OH:20])=[CH:16][CH:15]=2)=[C:12]([CH3:21])[C:11]([C:22]([O:24][CH2:25][CH3:26])=[O:23])=[N:10]1.[F:27][C:28]([F:33])([F:32])[CH2:29][CH2:30]O.C1(P(C2C=CC=CC=2)C2C=CC=CC=2)C=CC=CC=1.CCOC(/N=N/C(OCC)=O)=O, predict the reaction product. The product is: [Cl:1][C:2]1[CH:7]=[C:6]([Cl:8])[CH:5]=[CH:4][C:3]=1[N:9]1[C:13]([C:14]2[CH:19]=[CH:18][C:17]([O:20][CH2:30][CH2:29][C:28]([F:33])([F:32])[F:27])=[CH:16][CH:15]=2)=[C:12]([CH3:21])[C:11]([C:22]([O:24][CH2:25][CH3:26])=[O:23])=[N:10]1. (2) The product is: [F:19][C:10]1[C:9]([O:8][CH2:7][C:5]2[S:6][C:2]([C:31]3[CH:32]=[CH:33][N:28]=[CH:29][CH:30]=3)=[C:3]([C:20]3[CH:25]=[CH:24][C:23]([O:26][CH3:27])=[CH:22][CH:21]=3)[N:4]=2)=[CH:17][CH:16]=[C:15]([F:18])[C:11]=1[C:12]([NH2:14])=[O:13]. Given the reactants Br[C:2]1[S:6][C:5]([CH2:7][O:8][C:9]2[C:10]([F:19])=[C:11]([C:15]([F:18])=[CH:16][CH:17]=2)[C:12]([NH2:14])=[O:13])=[N:4][C:3]=1[C:20]1[CH:25]=[CH:24][C:23]([O:26][CH3:27])=[CH:22][CH:21]=1.[N:28]1[CH:33]=[CH:32][C:31](B(O)O)=[CH:30][CH:29]=1.P([O-])([O-])([O-])=O.[K+].[K+].[K+], predict the reaction product. (3) Given the reactants [Br-].[CH2:2]([CH:5]1[CH2:9][N:8]([CH2:10][C:11]2[CH:16]=[CH:15][N:14]=[C:13]3[NH:17][CH:18]=[CH:19][C:12]=23)[C:7](=[O:20])[CH2:6]1)[CH2:3][CH3:4].[Br:21][C:22]1[CH:27]=[CH:26][N:25]=[C:24]2[N:28]([Si](C(C)C)(C(C)C)C(C)C)[CH:29]=[CH:30][C:23]=12.C([Si](C(C)C)(C(C)C)N1C2N=CC=C(C=O)C=2C=C1)(C)C.C(C1CN(CC2C=CN=C3N([Si](C(C)C)(C(C)C)C(C)C)C=CC=23)C(=O)C1)CC, predict the reaction product. The product is: [Br:21][C:22]1[CH:27]=[CH:26][N:25]=[C:24]2[NH:28][CH:29]=[CH:30][C:23]=12.[CH2:2]([CH:5]1[CH2:9][N:8]([CH2:10][C:11]2[CH:16]=[CH:15][N:14]=[C:13]3[NH:17][CH:18]=[CH:19][C:12]=23)[C:7](=[O:20])[CH2:6]1)[CH2:3][CH3:4]. (4) The product is: [CH2:35]([O:26][C:25](=[O:27])[C:24]1[CH:28]=[CH:29][C:21]([NH:20][C:18](=[O:19])[C:17]2[CH:30]=[CH:31][CH:32]=[C:15]([NH:14][S:11]([C:9]3[S:10][C:6]([C:3]4[CH:4]=[CH:5][O:1][N:2]=4)=[CH:7][CH:8]=3)(=[O:13])=[O:12])[CH:16]=2)=[CH:22][CH:23]=1)[CH3:36]. Given the reactants [O:1]1[CH:5]=[CH:4][C:3]([C:6]2[S:10][C:9]([S:11]([NH:14][C:15]3[CH:16]=[C:17]([CH:30]=[CH:31][CH:32]=3)[C:18]([NH:20][C:21]3[CH:29]=[CH:28][C:24]([C:25]([OH:27])=[O:26])=[CH:23][CH:22]=3)=[O:19])(=[O:13])=[O:12])=[CH:8][CH:7]=2)=[N:2]1.O1C=[CH:36][C:35](C2SC(S(Cl)(=O)=O)=CC=2)=N1, predict the reaction product. (5) Given the reactants [C:1]1(=[O:14])[C:6]2=[N:7][C:8]3[CH:13]=[CH:12][CH:11]=[CH:10][C:9]=3[N:5]2[CH2:4][CH2:3][NH:2]1, predict the reaction product. The product is: [C:1]1(=[O:14])[C:6]2=[N:7][C:8]3[CH2:13][CH2:12][CH2:11][CH2:10][C:9]=3[N:5]2[CH2:4][CH2:3][NH:2]1. (6) Given the reactants [CH:1]1([C:7]2[C:11]([CH2:12][CH2:13][C:14](OCC)=[O:15])=[CH:10][N:9]([C:19]3[CH:24]=[CH:23][C:22]([C:25]([F:28])([F:27])[F:26])=[CH:21][N:20]=3)[N:8]=2)[CH2:6][CH2:5][CH2:4][CH2:3][CH2:2]1.[H-].C([Al+]CC(C)C)C(C)C.Cl, predict the reaction product. The product is: [CH:1]1([C:7]2[C:11]([CH2:12][CH2:13][CH2:14][OH:15])=[CH:10][N:9]([C:19]3[CH:24]=[CH:23][C:22]([C:25]([F:26])([F:27])[F:28])=[CH:21][N:20]=3)[N:8]=2)[CH2:6][CH2:5][CH2:4][CH2:3][CH2:2]1.